This data is from Catalyst prediction with 721,799 reactions and 888 catalyst types from USPTO. The task is: Predict which catalyst facilitates the given reaction. (1) The catalyst class is: 6. Product: [Cl-:1].[C:3]([CH2:2][P+:12]([C:13]1[CH:14]=[CH:15][CH:16]=[CH:17][CH:18]=1)([C:19]1[CH:24]=[CH:23][CH:22]=[CH:21][CH:20]=1)[C:6]1[CH:7]=[CH:8][CH:9]=[CH:10][CH:11]=1)(=[O:4])[NH2:5]. Reactant: [Cl:1][CH2:2][C:3]([NH2:5])=[O:4].[C:6]1([P:12]([C:19]2[CH:24]=[CH:23][CH:22]=[CH:21][CH:20]=2)[C:13]2[CH:18]=[CH:17][CH:16]=[CH:15][CH:14]=2)[CH:11]=[CH:10][CH:9]=[CH:8][CH:7]=1.[N+](C)([O-])=O. (2) Reactant: COC1C=CC(C[N:8]2[C:16]3[CH:15]=[CH:14][N:13]=[C:12]([NH2:17])[C:11]=3[N:10]=[C:9]2[S:18][C:19]2[C:27]([CH3:28])=[CH:26][C:22]3[O:23][CH2:24][O:25][C:21]=3[CH:20]=2)=CC=1. The catalyst class is: 67. Product: [CH3:28][C:27]1[C:19]([S:18][C:9]2[NH:8][C:16]3[CH:15]=[CH:14][N:13]=[C:12]([NH2:17])[C:11]=3[N:10]=2)=[CH:20][C:21]2[O:25][CH2:24][O:23][C:22]=2[CH:26]=1. (3) Reactant: [CH2:1]([C:4]1[C:8]([CH:9](O)[CH2:10][CH3:11])=[CH:7][N:6]([C:13]2[CH:18]=[CH:17][C:16]([C:19]([F:22])([F:21])[F:20])=[CH:15][N:14]=2)[N:5]=1)[CH2:2][CH3:3].[OH:23][C:24]1[CH:29]=[CH:28][C:27]([C:30]([CH3:37])([CH3:36])[C:31]([O:33]CC)=[O:32])=[CH:26][CH:25]=1.C(P(CCCC)CCCC)CCC.N(C(N1CCCCC1)=O)=NC(N1CCCCC1)=O. Product: [CH3:37][C:30]([C:27]1[CH:26]=[CH:25][C:24]([O:23][CH2:11][CH2:10][CH2:9][C:8]2[C:4]([CH2:1][CH2:2][CH3:3])=[N:5][N:6]([C:13]3[CH:18]=[CH:17][C:16]([C:19]([F:22])([F:21])[F:20])=[CH:15][N:14]=3)[CH:7]=2)=[CH:29][CH:28]=1)([CH3:36])[C:31]([OH:33])=[O:32]. The catalyst class is: 7. (4) Reactant: [Cl:1][C:2]1[CH:3]=[C:4]([N+:16]([O-])=O)[C:5]([C:8]([C:10]2[CH:11]=[N:12][CH:13]=[CH:14][CH:15]=2)=[O:9])=[N:6][CH:7]=1.Cl[Sn]Cl. Product: [NH2:16][C:4]1[C:5]([C:8]([C:10]2[CH:11]=[N:12][CH:13]=[CH:14][CH:15]=2)=[O:9])=[N:6][CH:7]=[C:2]([Cl:1])[CH:3]=1. The catalyst class is: 14.